Task: Regression. Given a peptide amino acid sequence and an MHC pseudo amino acid sequence, predict their binding affinity value. This is MHC class I binding data.. Dataset: Peptide-MHC class I binding affinity with 185,985 pairs from IEDB/IMGT (1) The peptide sequence is RLTGNESFAL. The MHC is H-2-Db with pseudo-sequence H-2-Db. The binding affinity (normalized) is 0.0641. (2) The peptide sequence is PEGPLGQLL. The binding affinity (normalized) is 0.213. The MHC is HLA-B53:01 with pseudo-sequence HLA-B53:01. (3) The peptide sequence is ELVNQIIEQL. The MHC is HLA-A02:03 with pseudo-sequence HLA-A02:03. The binding affinity (normalized) is 0.0114. (4) The peptide sequence is FMSLQSGDV. The MHC is HLA-B27:05 with pseudo-sequence HLA-B27:05. The binding affinity (normalized) is 0.0847. (5) The peptide sequence is KTNDFAPAW. The MHC is HLA-B27:03 with pseudo-sequence HLA-B27:03. The binding affinity (normalized) is 0.0847. (6) The peptide sequence is FGAAVSLLF. The MHC is HLA-A03:01 with pseudo-sequence HLA-A03:01. The binding affinity (normalized) is 0.0847. (7) The peptide sequence is AYDDAEQMY. The MHC is HLA-B15:09 with pseudo-sequence HLA-B15:09. The binding affinity (normalized) is 0.0847. (8) The peptide sequence is SKLVSRLVI. The MHC is H-2-Db with pseudo-sequence H-2-Db. The binding affinity (normalized) is 0.145.